From a dataset of Blood-brain barrier permeability classification from the B3DB database. Regression/Classification. Given a drug SMILES string, predict its absorption, distribution, metabolism, or excretion properties. Task type varies by dataset: regression for continuous measurements (e.g., permeability, clearance, half-life) or binary classification for categorical outcomes (e.g., BBB penetration, CYP inhibition). Dataset: b3db_classification. (1) The compound is CC(=O)NS(=O)(=O)c1ccc(N)cc1. The result is 0 (does not penetrate BBB). (2) The compound is CN(C)CCOC(=O)COc1ccc(Cl)cc1. The result is 1 (penetrates BBB). (3) The result is 0 (does not penetrate BBB). The compound is CCC1NC(=O)C2CCCN2C(=O)C(Cc2ccccc2)NC(=O)C(CC(C)C)NC(=O)C(CCCN)NC(=O)C(C(C)C)NC(=O)C2CCCN2C(=O)C(Cc2ccccc2)NC(=O)C(CC(C)C)NC(=O)C(CCCN)NC1=O.